Dataset: Forward reaction prediction with 1.9M reactions from USPTO patents (1976-2016). Task: Predict the product of the given reaction. (1) Given the reactants [CH:1]1([C:7]2[N:11]3[C:12]4[CH:18]=[CH:17][N:16]([S:19]([C:22]5[CH:28]=[CH:27][C:25]([CH3:26])=[CH:24][CH:23]=5)(=[O:21])=[O:20])[C:13]=4[N:14]=[CH:15][C:10]3=[CH:9][N:8]=2)[CH2:6][CH2:5][CH2:4][CH2:3][CH2:2]1.C1C(=O)N([Br:36])C(=O)C1, predict the reaction product. The product is: [Br:36][C:9]1[N:8]=[C:7]([CH:1]2[CH2:2][CH2:3][CH2:4][CH2:5][CH2:6]2)[N:11]2[C:12]3[CH:18]=[CH:17][N:16]([S:19]([C:22]4[CH:28]=[CH:27][C:25]([CH3:26])=[CH:24][CH:23]=4)(=[O:20])=[O:21])[C:13]=3[N:14]=[CH:15][C:10]=12. (2) Given the reactants Cl.[CH3:2][CH:3]([CH3:8])[CH2:4][C:5](O)=[O:6].[NH2:9][C@@H:10]([CH2:28][O:29][CH2:30][C:31]1[CH:36]=[CH:35][CH:34]=[CH:33][CH:32]=1)[C:11]([NH:13][C:14]1[CH:19]=[CH:18][C:17]([O:20][C:21]2[CH:26]=[CH:25][C:24]([F:27])=[CH:23][CH:22]=2)=[CH:16][CH:15]=1)=[O:12], predict the reaction product. The product is: [CH2:30]([O:29][CH2:28][C@H:10]([NH:9][C:5](=[O:6])[CH2:4][CH:3]([CH3:8])[CH3:2])[C:11]([NH:13][C:14]1[CH:19]=[CH:18][C:17]([O:20][C:21]2[CH:26]=[CH:25][C:24]([F:27])=[CH:23][CH:22]=2)=[CH:16][CH:15]=1)=[O:12])[C:31]1[CH:36]=[CH:35][CH:34]=[CH:33][CH:32]=1. (3) Given the reactants Cl[C:2]1[N:7]=[C:6]([NH:8][C@@H:9]2[C@@H:14]3[CH2:15][C@@H:11]([CH:12]=[CH:13]3)[C@@H:10]2[C:16]([NH2:18])=[O:17])[C:5]([Cl:19])=[CH:4][N:3]=1.[NH2:20][C:21]1[C:41]([O:42][CH3:43])=[CH:40][C:24]2[CH2:25][CH2:26][N:27]([CH2:30][C:31]([N:33]3[CH2:38][CH2:37][N:36]([CH3:39])[CH2:35][CH2:34]3)=[O:32])[CH2:28][CH2:29][C:23]=2[CH:22]=1, predict the reaction product. The product is: [Cl:19][C:5]1[C:6]([NH:8][C@@H:9]2[C@@H:14]3[CH2:15][C@@H:11]([CH:12]=[CH:13]3)[C@@H:10]2[C:16]([NH2:18])=[O:17])=[N:7][C:2]([NH:20][C:21]2[C:41]([O:42][CH3:43])=[CH:40][C:24]3[CH2:25][CH2:26][N:27]([CH2:30][C:31]([N:33]4[CH2:34][CH2:35][N:36]([CH3:39])[CH2:37][CH2:38]4)=[O:32])[CH2:28][CH2:29][C:23]=3[CH:22]=2)=[N:3][CH:4]=1.